Predict the reactants needed to synthesize the given product. From a dataset of Full USPTO retrosynthesis dataset with 1.9M reactions from patents (1976-2016). (1) Given the product [NH:16]([C:3]([NH:8][C:9]1[CH:14]=[CH:13][C:12]([CH3:15])=[CH:11][CH:10]=1)=[CH:4][N+:5]([O-:7])=[O:6])[NH2:17], predict the reactants needed to synthesize it. The reactants are: CS[C:3]([NH:8][C:9]1[CH:14]=[CH:13][C:12]([CH3:15])=[CH:11][CH:10]=1)=[CH:4][N+:5]([O-:7])=[O:6].[NH2:16][NH2:17]. (2) The reactants are: [I:1][C:2]1[CH:7]=[CH:6][C:5]([C:8](=[O:17])[CH:9]=[CH:10][C:11]2[CH:16]=[CH:15][CH:14]=[CH:13][CH:12]=2)=[CH:4][CH:3]=1.[C:18](#[N:22])[CH2:19][C:20]#[N:21]. Given the product [I:1][C:2]1[CH:3]=[CH:4][C:5]([C:8](=[O:17])[CH2:9][CH:10]([CH:19]([C:18]#[N:22])[C:20]#[N:21])[C:11]2[CH:12]=[CH:13][CH:14]=[CH:15][CH:16]=2)=[CH:6][CH:7]=1, predict the reactants needed to synthesize it.